From a dataset of TCR-epitope binding with 47,182 pairs between 192 epitopes and 23,139 TCRs. Binary Classification. Given a T-cell receptor sequence (or CDR3 region) and an epitope sequence, predict whether binding occurs between them. (1) The epitope is KPLEFGATSAAL. The TCR CDR3 sequence is CASSHPGLARNEQFF. Result: 1 (the TCR binds to the epitope). (2) The epitope is LPRRSGAAGA. The TCR CDR3 sequence is CAGGTDYEQYF. Result: 1 (the TCR binds to the epitope). (3) The epitope is FRYMNSQGL. The TCR CDR3 sequence is CASSLMAGGPTDTQYF. Result: 0 (the TCR does not bind to the epitope). (4) The epitope is VSFIEFVGW. The TCR CDR3 sequence is CASSQESKNEQYF. Result: 0 (the TCR does not bind to the epitope). (5) The epitope is QIKVRVKMV. The TCR CDR3 sequence is CASSPTGGGAYGYTF. Result: 0 (the TCR does not bind to the epitope).